Dataset: Forward reaction prediction with 1.9M reactions from USPTO patents (1976-2016). Task: Predict the product of the given reaction. Given the reactants C(OC([N:8]1[CH2:13][CH2:12][CH:11]([C:14]2[C:15]3[S:22][CH:21]=[CH:20][C:16]=3[N:17]([CH3:19])[N:18]=2)[CH2:10][CH2:9]1)=O)(C)(C)C.[ClH:23], predict the reaction product. The product is: [ClH:23].[CH3:19][N:17]1[C:16]2[CH:20]=[CH:21][S:22][C:15]=2[C:14]([CH:11]2[CH2:12][CH2:13][NH:8][CH2:9][CH2:10]2)=[N:18]1.